From a dataset of Full USPTO retrosynthesis dataset with 1.9M reactions from patents (1976-2016). Predict the reactants needed to synthesize the given product. (1) Given the product [NH:47]1[CH:51]=[C:50]([CH2:52][CH2:53][NH:54][C:18]([C:9]2[N:10]([C:39]3[CH:38]=[CH:40][CH:68]=[CH:66][CH:65]=3)[N:11]=[C:7]([NH:6][C:4](=[O:5])[C:3]3[CH:21]=[C:22]([C:25]4[C:30]([F:31])=[CH:29][CH:28]=[CH:27][N:26]=4)[CH:23]=[CH:24][C:2]=3[Cl:1])[CH:8]=2)=[O:20])[N:49]=[N:48]1, predict the reactants needed to synthesize it. The reactants are: [Cl:1][C:2]1[CH:24]=[CH:23][C:22]([C:25]2[C:30]([F:31])=[CH:29][CH:28]=[CH:27][N:26]=2)=[CH:21][C:3]=1[C:4]([NH:6][C:7]1[N:11](C2C=CC=CC=2)[N:10]=[C:9]([C:18]([OH:20])=O)[CH:8]=1)=[O:5].C(N([CH:38]([CH3:40])[CH3:39])CC)(C)C.C[Si](C)(C)CCOC[N:47]1[CH:51]=[C:50]([CH2:52][CH2:53][NH2:54])[N:49]=[N:48]1.C[Si](C)(C)CCOCN1N=[C:66]([CH2:68]CN)[CH:65]=N1.C[Si](C)(C)CCOCN1C(CCN)=CN=N1.CN(C(ON1N=NC2C=CC=NC1=2)=[N+](C)C)C.F[P-](F)(F)(F)(F)F. (2) Given the product [OH:38][CH2:31][C:32]([NH3+:37])([CH2:35][OH:36])[CH2:33][OH:34].[NH2:1][C:2]1[C:7]2=[C:8]([C:20]3[NH:21][C:22]4[C:27]([CH:28]=3)=[CH:26][CH:25]=[CH:24][C:23]=4[O:29][CH3:30])[N:9]=[C:10]([C@H:11]3[CH2:16][CH2:15][C@H:14]([C:17]([O-:19])=[O:18])[CH2:13][CH2:12]3)[N:6]2[N:5]=[CH:4][N:3]=1, predict the reactants needed to synthesize it. The reactants are: [NH2:1][C:2]1[C:7]2=[C:8]([C:20]3[NH:21][C:22]4[C:27]([CH:28]=3)=[CH:26][CH:25]=[CH:24][C:23]=4[O:29][CH3:30])[N:9]=[C:10]([C@H:11]3[CH2:16][CH2:15][C@H:14]([C:17]([OH:19])=[O:18])[CH2:13][CH2:12]3)[N:6]2[N:5]=[CH:4][N:3]=1.[CH2:31]([OH:38])[C:32]([NH2:37])([CH2:35][OH:36])[CH2:33][OH:34].